Dataset: Reaction yield outcomes from USPTO patents with 853,638 reactions. Task: Predict the reaction yield, written as a fraction of the theoretical maximum amount of product (1.0 means a 100% yield; for example, 0.34 means a 34% yield). (1) The reactants are P([O:13][CH2:14][CH2:15][N:16]([CH2:18][CH2:19][CH2:20][CH2:21][O:22][C:23]1[CH:32]=[C:31]2[C:26]([C:27]([NH:33][C:34]3[CH:38]=[C:37]([CH2:39][C:40]([NH:42][C:43]4[CH:48]=[CH:47][CH:46]=[C:45]([F:49])[C:44]=4[F:50])=[O:41])[NH:36][N:35]=3)=[N:28][CH:29]=[N:30]2)=[CH:25][CH:24]=1)[CH3:17])(OC(C)(C)C)(OC(C)(C)C)=O.CNCCO. No catalyst specified. The product is [F:50][C:44]1[C:45]([F:49])=[CH:46][CH:47]=[CH:48][C:43]=1[NH:42][C:40](=[O:41])[CH2:39][C:37]1[NH:36][N:35]=[C:34]([NH:33][C:27]2[C:26]3[C:31](=[CH:32][C:23]([O:22][CH2:21][CH2:20][CH2:19][CH2:18][N:16]([CH2:15][CH2:14][OH:13])[CH3:17])=[CH:24][CH:25]=3)[N:30]=[CH:29][N:28]=2)[CH:38]=1. The yield is 0.580. (2) The reactants are [F:1][C:2]1[CH:3]=[C:4]([C:10]2[C:15]([C:16]3[CH:21]=[CH:20][C:19]([O:22][CH3:23])=[C:18]([F:24])[CH:17]=3)=[N:14][NH:13][C:12](=[O:25])[CH:11]=2)[CH:5]=[CH:6][C:7]=1[O:8][CH3:9].[CH2:26](Br)[C:27]1[CH:32]=[CH:31][CH:30]=[CH:29][CH:28]=1. No catalyst specified. The product is [CH2:26]([N:13]1[C:12](=[O:25])[CH:11]=[C:10]([C:4]2[CH:5]=[CH:6][C:7]([O:8][CH3:9])=[C:2]([F:1])[CH:3]=2)[C:15]([C:16]2[CH:21]=[CH:20][C:19]([O:22][CH3:23])=[C:18]([F:24])[CH:17]=2)=[N:14]1)[C:27]1[CH:32]=[CH:31][CH:30]=[CH:29][CH:28]=1. The yield is 0.999. (3) The reactants are [CH2:1]([N:8]1[CH2:12][C@H:11]([C:13]2[CH:18]=[CH:17][C:16]([Cl:19])=[CH:15][CH:14]=2)[C@@H:10]([C@@H:20]([OH:22])[CH3:21])[CH2:9]1)[C:2]1[CH:7]=[CH:6][CH:5]=[CH:4][CH:3]=1.[H-].[Na+].Cl[C:26]1[CH:31]=[CH:30][C:29]([C:32]([F:35])([F:34])[F:33])=[CH:28][N:27]=1. The catalyst is CN(C=O)C. The product is [CH2:1]([N:8]1[CH2:12][C@H:11]([C:13]2[CH:14]=[CH:15][C:16]([Cl:19])=[CH:17][CH:18]=2)[C@@H:10]([C@@H:20]([O:22][C:26]2[CH:31]=[CH:30][C:29]([C:32]([F:35])([F:34])[F:33])=[CH:28][N:27]=2)[CH3:21])[CH2:9]1)[C:2]1[CH:3]=[CH:4][CH:5]=[CH:6][CH:7]=1. The yield is 0.960. (4) The reactants are [O:1]1[CH:5]=[CH:4][CH:3]=[C:2]1[C:6]1[N:18](S(C2C=CC=CC=2)(=O)=O)[C:9]2=[N:10][CH:11]=[C:12]([S:14]([CH3:17])(=[O:16])=[O:15])[CH:13]=[C:8]2[CH:7]=1.[OH-].[K+].O. The catalyst is O1CCCC1.O1CCOCC1. The product is [O:1]1[CH:5]=[CH:4][CH:3]=[C:2]1[C:6]1[NH:18][C:9]2=[N:10][CH:11]=[C:12]([S:14]([CH3:17])(=[O:16])=[O:15])[CH:13]=[C:8]2[CH:7]=1. The yield is 0.980.